The task is: Predict the product of the given reaction.. This data is from Forward reaction prediction with 1.9M reactions from USPTO patents (1976-2016). (1) Given the reactants [CH3:1][NH:2][N:3]=[CH:4][C:5](=[O:7])[CH3:6].[CH2:8]([C:13]1[CH:18]=[CH:17][C:16]([C:19](=O)[CH:20]=[O:21])=[CH:15][CH:14]=1)[CH2:9][CH2:10][CH2:11][CH3:12], predict the reaction product. The product is: [CH2:8]([C:13]1[CH:18]=[CH:17][C:16]([C:19]2[N:2]([CH3:1])[N:3]=[C:4]([C:5](=[O:7])[CH3:6])[C:20]=2[OH:21])=[CH:15][CH:14]=1)[CH2:9][CH2:10][CH2:11][CH3:12]. (2) Given the reactants [NH:1]1[C:8]2[N:4]([N:5]=[CH:6][C:7]=2[NH:9][C:10](=O)[CH2:11][CH2:12][NH:13][C:14]([C:27]2[CH:32]=[CH:31][CH:30]=[CH:29][CH:28]=2)([C:21]2[CH:26]=[CH:25][CH:24]=[CH:23][CH:22]=2)[C:15]2[CH:20]=[CH:19][CH:18]=[CH:17][CH:16]=2)[CH2:3][CH2:2]1.[H-].C([Al+]CC(C)C)C(C)C.[F-].[Na+].FC(F)(F)S(N=[C:52]([NH:61][C:62](=[O:68])[O:63][C:64]([CH3:67])([CH3:66])[CH3:65])[NH:53][C:54](=[O:60])[O:55][C:56]([CH3:59])([CH3:58])[CH3:57])(=O)=O, predict the reaction product. The product is: [NH:1]1[C:8]2[N:4]([N:5]=[CH:6][C:7]=2[N:9]([C:52]([NH:61][C:62](=[O:68])[O:63][C:64]([CH3:67])([CH3:66])[CH3:65])=[N:53][C:54](=[O:60])[O:55][C:56]([CH3:59])([CH3:58])[CH3:57])[CH2:10][CH2:11][CH2:12][NH:13][C:14]([C:21]2[CH:26]=[CH:25][CH:24]=[CH:23][CH:22]=2)([C:15]2[CH:16]=[CH:17][CH:18]=[CH:19][CH:20]=2)[C:27]2[CH:32]=[CH:31][CH:30]=[CH:29][CH:28]=2)[CH2:3][CH2:2]1.